From a dataset of Full USPTO retrosynthesis dataset with 1.9M reactions from patents (1976-2016). Predict the reactants needed to synthesize the given product. (1) Given the product [Br:1][C:2]1[CH:6]=[C:5]([C:7]2[O:12][C:11](=[O:13])[C:10]3[CH:14]=[C:15]([C:28]#[N:29])[CH:16]=[C:17]([CH3:18])[C:9]=3[N:8]=2)[N:4]([C:20]2[C:25]([Cl:26])=[CH:24][CH:23]=[CH:22][N:21]=2)[N:3]=1, predict the reactants needed to synthesize it. The reactants are: [Br:1][C:2]1[CH:6]=[C:5]([C:7]2[O:12][C:11](=[O:13])[C:10]3[CH:14]=[C:15](I)[CH:16]=[C:17]([CH3:18])[C:9]=3[N:8]=2)[N:4]([C:20]2[C:25]([Cl:26])=[CH:24][CH:23]=[CH:22][N:21]=2)[N:3]=1.[Cu][C:28]#[N:29]. (2) Given the product [CH2:24]([N:31]1[CH2:21][CH:7]([C:1]2[CH:6]=[CH:5][CH:4]=[CH:3][CH:2]=2)[C:8]([C:10]2[CH:20]=[CH:19][C:13]3[O:14][CH2:15][C:16](=[O:18])[NH:17][C:12]=3[CH:11]=2)=[N:32]1)[C:25]1[CH:30]=[CH:29][CH:28]=[CH:27][CH:26]=1, predict the reactants needed to synthesize it. The reactants are: [C:1]1([C:7](=[CH2:21])[C:8]([C:10]2[CH:20]=[CH:19][C:13]3[O:14][CH2:15][C:16](=[O:18])[NH:17][C:12]=3[CH:11]=2)=O)[CH:6]=[CH:5][CH:4]=[CH:3][CH:2]=1.Cl.Cl.[CH2:24]([NH:31][NH2:32])[C:25]1[CH:30]=[CH:29][CH:28]=[CH:27][CH:26]=1.N1C=CC=CC=1. (3) Given the product [Cl-:1].[C:14]1([C@@H:20]([NH:32][C:33]2[CH:38]=[CH:37][CH:36]=[CH:35][CH:34]=2)[C:21]([O:23][C@@H:24]2[CH:29]3[CH2:28][CH2:27][N+:26]([CH2:2][C:3]4[N:7]=[C:6]([C:8]5[CH:13]=[CH:12][N:11]=[CH:10][CH:9]=5)[O:5][N:4]=4)([CH2:31][CH2:30]3)[CH2:25]2)=[O:22])[CH:15]=[CH:16][CH:17]=[CH:18][CH:19]=1, predict the reactants needed to synthesize it. The reactants are: [Cl:1][CH2:2][C:3]1[N:7]=[C:6]([C:8]2[CH:13]=[CH:12][N:11]=[CH:10][CH:9]=2)[O:5][N:4]=1.[C:14]1([C@@H:20]([NH:32][C:33]2[CH:38]=[CH:37][CH:36]=[CH:35][CH:34]=2)[C:21]([O:23][C@@H:24]2[CH:29]3[CH2:30][CH2:31][N:26]([CH2:27][CH2:28]3)[CH2:25]2)=[O:22])[CH:19]=[CH:18][CH:17]=[CH:16][CH:15]=1.CC#N.O. (4) Given the product [CH:23]1([C:26]2[O:27][C:28]([CH:31]3[CH2:36][CH2:35][N:34]([C:20](=[O:21])/[CH:19]=[CH:18]/[C:9]4[CH:10]=[CH:11][C:12]([C:14]([F:16])([F:15])[F:17])=[CH:13][C:8]=4[CH2:7][N:5]4[N:4]=[N:3][C:2]([CH3:1])=[N:6]4)[CH2:33][CH2:32]3)=[N:29][N:30]=2)[CH2:24][CH2:25]1, predict the reactants needed to synthesize it. The reactants are: [CH3:1][C:2]1[N:3]=[N:4][N:5]([CH2:7][C:8]2[CH:13]=[C:12]([C:14]([F:17])([F:16])[F:15])[CH:11]=[CH:10][C:9]=2/[CH:18]=[CH:19]/[C:20](O)=[O:21])[N:6]=1.[CH:23]1([C:26]2[O:27][C:28]([CH:31]3[CH2:36][CH2:35][NH:34][CH2:33][CH2:32]3)=[N:29][N:30]=2)[CH2:25][CH2:24]1.C(N(CC)CC)C.C(P1(=O)OP(CCC)(=O)OP(CCC)(=O)O1)CC. (5) Given the product [NH2:1][C:5]1[CH:6]=[C:7]([C:14]([OH:16])=[O:15])[C:8]([OH:11])=[CH:9][CH:10]=1, predict the reactants needed to synthesize it. The reactants are: [NH:1]([C:5]1[CH:10]=[CH:9][C:8]([OH:11])=[CH:7][CH:6]=1)C(C)=O.[OH-].[Na+].[C:14](=[O:16])=[O:15].